Dataset: Reaction yield outcomes from USPTO patents with 853,638 reactions. Task: Predict the reaction yield, written as a fraction of the theoretical maximum amount of product (1.0 means a 100% yield; for example, 0.34 means a 34% yield). (1) The reactants are [NH2:1][C:2]1[C:11]([N+:12]([O-])=O)=[CH:10][C:9]([Br:15])=[C:8]([O:16][CH3:17])[C:3]=1[C:4]([O:6][CH3:7])=[O:5].O.O.[Sn](Cl)Cl.[OH-].[Na+].O.[C:26]1([C:32]([CH:34]=O)=O)[CH:31]=[CH:30][CH:29]=[CH:28][CH:27]=1. The yield is 0.930. The product is [Br:15][C:9]1[C:8]([O:16][CH3:17])=[C:3]([C:4]([O:6][CH3:7])=[O:5])[C:2]2[N:1]=[C:32]([C:26]3[CH:31]=[CH:30][CH:29]=[CH:28][CH:27]=3)[CH:34]=[N:12][C:11]=2[CH:10]=1. The catalyst is C(O)C.C(#N)C.O.[Cl-].[Na+].O. (2) The reactants are [NH2:1][CH2:2][CH2:3][C:4]1[C:12]2[C:7](=[CH:8][CH:9]=[CH:10][CH:11]=2)[NH:6][CH:5]=1.BrC1C=CC(F)=C([N+]([O-])=O)C=1.F[C:25]1[CH:32]=[CH:31][C:30]([N+:33]([O-:35])=[O:34])=[CH:29][C:26]=1[C:27]#[N:28].ClCCl. The catalyst is C(O)C.C(OCC)C. The product is [C:27]([C:26]1[CH:29]=[C:30]([N+:33]([O-:35])=[O:34])[CH:31]=[CH:32][C:25]=1[NH:1][CH2:2][CH2:3][C:4]1[C:12]2[C:7](=[CH:8][CH:9]=[CH:10][CH:11]=2)[NH:6][CH:5]=1)#[N:28]. The yield is 0.400. (3) The reactants are [CH3:1][C:2]1[S:3][CH:4]=[C:5]([CH2:7][NH:8][CH2:9][CH2:10][OH:11])[N:6]=1.[C:12](O[C:12]([O:14][C:15]([CH3:18])([CH3:17])[CH3:16])=[O:13])([O:14][C:15]([CH3:18])([CH3:17])[CH3:16])=[O:13]. The catalyst is O1CCCC1. The product is [OH:11][CH2:10][CH2:9][N:8]([CH2:7][C:5]1[N:6]=[C:2]([CH3:1])[S:3][CH:4]=1)[C:12](=[O:13])[O:14][C:15]([CH3:18])([CH3:17])[CH3:16]. The yield is 0.520. (4) The reactants are [Cl:1][C:2]1[N:3]=[C:4]([N:19]2[CH2:24][CH2:23][O:22][CH2:21][CH2:20]2)[C:5]2[N:11]=[C:10]([CH2:12][CH:13]3[CH2:18][CH2:17][NH:16][CH2:15][CH2:14]3)[CH:9]=[CH:8][C:6]=2[N:7]=1.[CH3:25][CH:26]([CH3:30])[C:27](O)=[O:28].ON1C2C=CC=CC=2N=N1.Cl.CN(C)CCCN=C=NCC.C(N(C(C)C)CC)(C)C. The catalyst is CN(C)C=O. The product is [Cl:1][C:2]1[N:3]=[C:4]([N:19]2[CH2:20][CH2:21][O:22][CH2:23][CH2:24]2)[C:5]2[N:11]=[C:10]([CH2:12][CH:13]3[CH2:18][CH2:17][N:16]([C:27](=[O:28])[CH:26]([CH3:30])[CH3:25])[CH2:15][CH2:14]3)[CH:9]=[CH:8][C:6]=2[N:7]=1. The yield is 1.00.